Dataset: CYP2D6 inhibition data for predicting drug metabolism from PubChem BioAssay. Task: Regression/Classification. Given a drug SMILES string, predict its absorption, distribution, metabolism, or excretion properties. Task type varies by dataset: regression for continuous measurements (e.g., permeability, clearance, half-life) or binary classification for categorical outcomes (e.g., BBB penetration, CYP inhibition). Dataset: cyp2d6_veith. The compound is Cc1ccc(NC(=O)CSc2nc(O)cc(=O)n2C)cc1. The result is 0 (non-inhibitor).